From a dataset of Full USPTO retrosynthesis dataset with 1.9M reactions from patents (1976-2016). Predict the reactants needed to synthesize the given product. (1) Given the product [CH3:13][O:14][C:15]1[CH:22]=[CH:21][CH:20]=[C:19]([O:23][CH3:24])[C:16]=1[CH:17]1[N:12]([CH2:11][C:8]2[CH:9]=[CH:10][C:4]3[O:3][C:2]([CH3:1])=[N:6][C:5]=3[CH:7]=2)[C:4](=[O:3])[CH2:5][CH2:7][CH2:8]1, predict the reactants needed to synthesize it. The reactants are: [CH3:1][C:2]1[O:3][C:4]2[CH:10]=[CH:9][C:8]([CH2:11][NH2:12])=[CH:7][C:5]=2[N:6]=1.[CH3:13][O:14][C:15]1[CH:22]=[CH:21][CH:20]=[C:19]([O:23][CH3:24])[C:16]=1[CH:17]=O. (2) Given the product [CH3:30][N:31]([CH3:35])[CH2:32][CH2:33][O:34][C:14]1[C:13]2[NH:12][C:11]3[CH2:20][CH2:21][N:8]([C:6]([O:5][C:1]([CH3:4])([CH3:3])[CH3:2])=[O:7])[CH2:9][C:10]=3[C:18]=2[CH:17]=[CH:16][CH:15]=1, predict the reactants needed to synthesize it. The reactants are: [C:1]([O:5][C:6]([N:8]1[CH2:21][CH2:20][C:11]2[NH:12][C:13]3[C:14](I)=[CH:15][CH:16]=[CH:17][C:18]=3[C:10]=2[CH2:9]1)=[O:7])([CH3:4])([CH3:3])[CH3:2].P([O-])([O-])([O-])=O.[K+].[K+].[K+].[CH3:30][N:31]([CH3:35])[CH2:32][CH2:33][OH:34]. (3) Given the product [Cl:1][C:2]1[CH:24]=[C:23]([N+:25]([O-:27])=[O:26])[CH:22]=[C:21]([Cl:28])[C:3]=1[O:4][C:5]1[CH:6]=[CH:7][C:8]([CH2:9][CH2:10][NH2:11])=[CH:19][CH:20]=1, predict the reactants needed to synthesize it. The reactants are: [Cl:1][C:2]1[CH:24]=[C:23]([N+:25]([O-:27])=[O:26])[CH:22]=[C:21]([Cl:28])[C:3]=1[O:4][C:5]1[CH:20]=[CH:19][C:8]([CH2:9][CH2:10][NH:11]C(=O)OC(C)(C)C)=[CH:7][CH:6]=1.FC(F)(F)C(O)=O. (4) Given the product [Br:1][C:2]1[C:3]([CH2:10][O:11][C:12]2[CH:17]=[CH:16][C:15]([Cl:18])=[C:14]([Cl:19])[CH:13]=2)=[CH:4][C:5]2[N:6]([C:21]([NH2:20])=[N:9][N:8]=2)[CH:7]=1, predict the reactants needed to synthesize it. The reactants are: [Br:1][C:2]1[C:3]([CH2:10][O:11][C:12]2[CH:17]=[CH:16][C:15]([Cl:18])=[C:14]([Cl:19])[CH:13]=2)=[CH:4][C:5]([NH:8][NH2:9])=[N:6][CH:7]=1.[N:20]#[C:21]Br.ClCCl. (5) The reactants are: [N+]([N:4]1[CH:12]=[C:11]2[C:6]([CH:7]=[CH:8][C:9]([N+:13]([O-:15])=[O:14])=[CH:10]2)=[N:5]1)([O-])=O.[CH3:16][N:17]1[CH2:22][CH2:21][NH:20][CH2:19][CH2:18]1. Given the product [CH3:16][N:17]1[CH2:22][CH2:21][N:20]([C:12]2[C:11]3[C:6](=[CH:7][CH:8]=[C:9]([N+:13]([O-:15])=[O:14])[CH:10]=3)[NH:5][N:4]=2)[CH2:19][CH2:18]1, predict the reactants needed to synthesize it. (6) Given the product [NH2:1][C:4]1[CH:9]=[CH:8][N:7]=[C:6]2[NH:11][CH:12]=[CH:13][C:5]=12, predict the reactants needed to synthesize it. The reactants are: [N+:1]([C:4]1[CH:9]=[CH:8][N+:7]([O-])=[C:6]2[NH:11][CH:12]=[CH:13][C:5]=12)([O-])=O.